From a dataset of Full USPTO retrosynthesis dataset with 1.9M reactions from patents (1976-2016). Predict the reactants needed to synthesize the given product. (1) Given the product [NH2:17][C:11]1[CH:12]=[C:7]([O:6][C:5]2[CH:14]=[CH:15][C:2]([NH2:1])=[C:3]([F:16])[CH:4]=2)[N:8]=[CH:9][N:10]=1, predict the reactants needed to synthesize it. The reactants are: [NH2:1][C:2]1[CH:15]=[CH:14][C:5]([O:6][C:7]2[CH:12]=[C:11](Cl)[N:10]=[CH:9][N:8]=2)=[CH:4][C:3]=1[F:16].[NH3:17]. (2) The reactants are: [Br:1][C:2]1[CH:3]=[CH:4][CH:5]=[C:6]2[C:10]=1[NH:9][C:8]([C:11]([F:14])([F:13])[F:12])=[C:7]2[CH2:15][CH2:16][CH2:17][O:18][C:19]1[CH:24]=[C:23]([CH3:25])[C:22]([Cl:26])=[C:21]([CH3:27])[CH:20]=1.Br[CH2:29][C:30]1[CH:39]=[CH:38][C:33]([C:34]([O:36][CH3:37])=[O:35])=[CH:32][CH:31]=1. Given the product [Br:1][C:2]1[CH:3]=[CH:4][CH:5]=[C:6]2[C:10]=1[N:9]([CH2:29][C:30]1[CH:39]=[CH:38][C:33]([C:34]([O:36][CH3:37])=[O:35])=[CH:32][CH:31]=1)[C:8]([C:11]([F:12])([F:13])[F:14])=[C:7]2[CH2:15][CH2:16][CH2:17][O:18][C:19]1[CH:24]=[C:23]([CH3:25])[C:22]([Cl:26])=[C:21]([CH3:27])[CH:20]=1, predict the reactants needed to synthesize it. (3) The reactants are: [N+:1]([C:4]1[CH:5]=[CH:6][C:7]([NH:10][CH2:11][CH:12]2[CH2:17][CH2:16][O:15][CH2:14][CH2:13]2)=[N:8][CH:9]=1)([O-])=O. Given the product [O:15]1[CH2:16][CH2:17][CH:12]([CH2:11][NH:10][C:7]2[CH:6]=[CH:5][C:4]([NH2:1])=[CH:9][N:8]=2)[CH2:13][CH2:14]1, predict the reactants needed to synthesize it. (4) Given the product [S:1]1[C:5]2[CH:6]=[CH:7][CH:8]=[CH:9][C:4]=2[N:3]=[C:2]1[NH:10][C:11]([C:13]1[CH:14]=[CH:15][CH:16]=[C:17]2[C:22]=1[CH2:21][N:20]([C:23]1[CH:24]=[CH:25][C:26]([C:32]3[CH:33]=[N:34][N:35]([CH2:38][C:39]4([O:47][CH3:48])[CH2:44][CH2:43][CH2:42][C:41]([CH3:45])([CH3:46])[CH2:40]4)[C:36]=3[CH3:37])=[C:27]([C:29](=[O:31])[NH:53][S:50]([CH3:49])(=[O:52])=[O:51])[N:28]=1)[CH2:19][CH2:18]2)=[O:12], predict the reactants needed to synthesize it. The reactants are: [S:1]1[C:5]2[CH:6]=[CH:7][CH:8]=[CH:9][C:4]=2[N:3]=[C:2]1[NH:10][C:11]([C:13]1[CH:14]=[CH:15][CH:16]=[C:17]2[C:22]=1[CH2:21][N:20]([C:23]1[N:28]=[C:27]([C:29]([OH:31])=O)[C:26]([C:32]3[CH:33]=[N:34][N:35]([CH2:38][C:39]4([O:47][CH3:48])[CH2:44][CH2:43][CH2:42][C:41]([CH3:46])([CH3:45])[CH2:40]4)[C:36]=3[CH3:37])=[CH:25][CH:24]=1)[CH2:19][CH2:18]2)=[O:12].[CH3:49][S:50]([NH2:53])(=[O:52])=[O:51].Cl.C(N=C=NCCCN(C)C)C.Cl. (5) Given the product [P:1]([OH:11])([OH:3])([O:19][C:20]1[C:29]([O:30][CH3:31])=[CH:28][CH:27]=[C:26]2[C:21]=1[C:22](=[O:39])[CH:23]=[C:24]([C:32]1[CH:37]=[CH:36][CH:35]=[C:34]([F:38])[CH:33]=1)[NH:25]2)=[O:2], predict the reactants needed to synthesize it. The reactants are: [P:1]([O:19][C:20]1[C:29]([O:30][CH3:31])=[CH:28][CH:27]=[C:26]2[C:21]=1[C:22](=[O:39])[CH:23]=[C:24]([C:32]1[CH:37]=[CH:36][CH:35]=[C:34]([F:38])[CH:33]=1)[NH:25]2)([O:11]CC1C=CC=CC=1)([O:3]CC1C=CC=CC=1)=[O:2].P(OC1C2C(=CC=C(OC)C=2OP(O)(O)=O)N=C(C2C=CC=C(F)C=2)C=1)(O)(O)=O. (6) Given the product [ClH:34].[NH:8]1[CH2:12][CH2:11][CH2:10][C@H:9]1[CH2:13][O:14][C:15]1[CH:20]=[C:19]([C:21]2[O:25][N:24]=[C:23]([CH2:26][OH:27])[CH:22]=2)[CH:18]=[N:17][CH:16]=1, predict the reactants needed to synthesize it. The reactants are: C(OC([N:8]1[CH2:12][CH2:11][CH2:10][C@H:9]1[CH2:13][O:14][C:15]1[CH:16]=[N:17][CH:18]=[C:19]([C:21]2[O:25][N:24]=[C:23]([CH2:26][O:27]C3CCCCO3)[CH:22]=2)[CH:20]=1)=O)(C)(C)C.[ClH:34]. (7) Given the product [Cl:18][C:15]1[CH:16]=[CH:17][C:12]([N:10]([CH3:11])[C:8]2[CH:7]=[CH:6][C:5]([C:19](=[O:27])[C:20]3[CH:21]=[CH:22][C:23]([NH:26][S:72]([C:69]4[CH:68]=[CH:67][C:66]([O:65][C:64]([F:63])([F:76])[F:77])=[CH:71][CH:70]=4)(=[O:74])=[O:73])=[CH:24][CH:25]=3)=[C:4]([CH:9]=2)[C:3]([OH:2])=[O:28])=[CH:13][CH:14]=1, predict the reactants needed to synthesize it. The reactants are: C[O:2][C:3](=[O:28])[C:4]1[CH:9]=[C:8]([N:10]([C:12]2[CH:17]=[CH:16][C:15]([Cl:18])=[CH:14][CH:13]=2)[CH3:11])[CH:7]=[CH:6][C:5]=1[C:19](=[O:27])[C:20]1[CH:25]=[CH:24][C:23]([NH2:26])=[CH:22][CH:21]=1.COC(=O)C1C=C(NC2C=CC(Cl)=CC=2)C=CC=1C(=O)C1C=CC(N)=CC=1.NC1C=CC=CC=1.[F:63][C:64]([F:77])([F:76])[O:65][C:66]1[CH:71]=[CH:70][C:69]([S:72](Cl)(=[O:74])=[O:73])=[CH:68][CH:67]=1.